Predict the reactants needed to synthesize the given product. From a dataset of Full USPTO retrosynthesis dataset with 1.9M reactions from patents (1976-2016). (1) Given the product [CH2:19]([O:18][C:15]1[CH:16]=[CH:17][C:12]([C:8]2[O:9][C:10]([CH3:11])=[C:6]([CH2:5][CH2:4][NH2:1])[N:7]=2)=[CH:13][CH:14]=1)[C:20]1[CH:25]=[CH:24][CH:23]=[CH:22][CH:21]=1, predict the reactants needed to synthesize it. The reactants are: [N:1]([CH2:4][CH2:5][C:6]1[N:7]=[C:8]([C:12]2[CH:17]=[CH:16][C:15]([O:18][CH2:19][C:20]3[CH:25]=[CH:24][CH:23]=[CH:22][CH:21]=3)=[CH:14][CH:13]=2)[O:9][C:10]=1[CH3:11])=[N+]=[N-].O.C1(P(C2C=CC=CC=2)C2C=CC=CC=2)C=CC=CC=1. (2) Given the product [C:1]([O:5][C:6]([N:8]1[CH2:20][CH2:19][C:18]2[C:17]3[C:12](=[CH:13][CH:14]=[CH:15][CH:16]=3)[N:11]([CH2:24][C:25]([O:27][CH3:28])=[O:26])[C:10]=2[CH2:9]1)=[O:7])([CH3:4])([CH3:2])[CH3:3], predict the reactants needed to synthesize it. The reactants are: [C:1]([O:5][C:6]([N:8]1[CH2:20][CH2:19][C:18]2[C:17]3[C:12](=[CH:13][CH:14]=[CH:15][CH:16]=3)[NH:11][C:10]=2[CH2:9]1)=[O:7])([CH3:4])([CH3:3])[CH3:2].[H-].[Na+].Br[CH2:24][C:25]([O:27][CH3:28])=[O:26].O.